Dataset: Catalyst prediction with 721,799 reactions and 888 catalyst types from USPTO. Task: Predict which catalyst facilitates the given reaction. (1) Reactant: [CH2:1]([O:8][CH:9]([CH2:13][CH2:14][CH:15]=[CH2:16])[CH2:10]C=C)[C:2]1[CH:7]=[CH:6][CH:5]=[CH:4][CH:3]=1. Product: [CH2:1]([O:8][CH:9]1[CH2:13][CH2:14][CH:15]=[CH:16][CH2:10]1)[C:2]1[CH:3]=[CH:4][CH:5]=[CH:6][CH:7]=1. The catalyst class is: 11. (2) Reactant: C([N:8]1[CH2:12][CH2:11][C@H:10]([O:13][C:14]2[CH:26]=[CH:25][C:24]3[C:23]4[C:18](=[CH:19][CH:20]=[CH:21][CH:22]=4)[C:17](=[O:27])[C:16]=3[CH:15]=2)[CH2:9]1)(OC(C)(C)C)=O.O.[C:29]1([CH3:39])[CH:34]=[CH:33][C:32]([S:35]([OH:38])(=[O:37])=[O:36])=[CH:31][CH:30]=1. Product: [C:29]1([CH3:39])[CH:30]=[CH:31][C:32]([S:35]([OH:38])(=[O:36])=[O:37])=[CH:33][CH:34]=1.[NH:8]1[CH2:12][CH2:11][C@H:10]([O:13][C:14]2[CH:26]=[CH:25][C:24]3[C:23]4[C:18](=[CH:19][CH:20]=[CH:21][CH:22]=4)[C:17](=[O:27])[C:16]=3[CH:15]=2)[CH2:9]1. The catalyst class is: 25. (3) The catalyst class is: 36. Reactant: [CH3:1][O:2][C:3]1[CH:12]=[CH:11][C:6]([C:7]([O:9]C)=[O:8])=[CH:5][C:4]=1[C:13]#[C:14][C:15]1[CH:20]=[CH:19][CH:18]=[CH:17][N:16]=1.O.O.[OH-].[Li+]. Product: [CH3:1][O:2][C:3]1[CH:12]=[CH:11][C:6]([C:7]([OH:9])=[O:8])=[CH:5][C:4]=1[C:13]#[C:14][C:15]1[CH:20]=[CH:19][CH:18]=[CH:17][N:16]=1. (4) The catalyst class is: 2. Product: [Br:1][CH2:15][C:14]([C:9]1[CH:8]=[CH:7][C:6]2[C:11](=[CH:12][CH:13]=[C:4]([Br:3])[CH:5]=2)[CH:10]=1)=[O:16]. Reactant: [Br:1]Br.[Br:3][C:4]1[CH:5]=[C:6]2[C:11](=[CH:12][CH:13]=1)[CH:10]=[C:9]([C:14](=[O:16])[CH3:15])[CH:8]=[CH:7]2. (5) Reactant: [SH:1][C:2]1[N:7]=[C:6]([OH:8])[CH:5]=[C:4]([OH:9])[N:3]=1.[OH-].[Na+].[F:12][C:13]1[C:20]([Cl:21])=[CH:19][CH:18]=[CH:17][C:14]=1[CH2:15]Br. Product: [Cl:21][C:20]1[C:13]([F:12])=[C:14]([CH:17]=[CH:18][CH:19]=1)[CH2:15][S:1][C:2]1[N:7]=[C:6]([OH:8])[CH:5]=[C:4]([OH:9])[N:3]=1. The catalyst class is: 40. (6) The catalyst class is: 5. Reactant: [F:1][C:2]1[CH:7]=[CH:6][C:5]([C:8]2[C:18]([C:19]3[CH:24]=[CH:23][C:22](=[O:25])[N:21]([C:26]4[CH:31]=[CH:30][CH:29]=[CH:28][C:27]=4[CH3:32])[N:20]=3)=[C:11]3[NH:12][CH2:13][CH:14]([CH:16]=O)[CH2:15][N:10]3[N:9]=2)=[CH:4][CH:3]=1.[NH2:33][OH:34].ClCCl. Product: [F:1][C:2]1[CH:3]=[CH:4][C:5]([C:8]2[C:18]([C:19]3[CH:24]=[CH:23][C:22](=[O:25])[N:21]([C:26]4[CH:31]=[CH:30][CH:29]=[CH:28][C:27]=4[CH3:32])[N:20]=3)=[C:11]3[NH:12][CH2:13][CH:14]([CH:16]=[N:33][OH:34])[CH2:15][N:10]3[N:9]=2)=[CH:6][CH:7]=1.